From a dataset of B-cell epitopes from PDB crystal structures with 447 antigens. Token-level Classification. Given an antigen amino acid sequence, predict which amino acid positions are active epitope sites capable of antibody binding. Output is a list of indices for active positions. Given the antigen sequence: KKVCNGIGIGEFKDSLSINATNIKHFKNCTSISGDLHILPVAFRGDSFTHTPPLDPQELDILKTVKEITGFLLIQAWPENRTDLHAFENLEIIRGRTKQHGQFSLAVVSLNITSLGLRSLKEISDGDVIISGNKNLCYANTINWKKLFGTSGQKTKIISNRGENSCKATGQVCHALCSPEGCWGPEPRDCVSC, which amino acid positions are active epitope sites? The epitope positions are: [39, 74, 98, 99, 101, 102, 107, 108, 128, 130, 131, 133, 154, 155, 156, 157, 158, 159, 163]. The amino acids at these positions are: PQQHQFVSISGKTKIISNN.